Dataset: Catalyst prediction with 721,799 reactions and 888 catalyst types from USPTO. Task: Predict which catalyst facilitates the given reaction. (1) Reactant: [O-:1][C:2]#[N:3].[Na+].[F:5][C:6]1[CH:11]=[CH:10][CH:9]=[CH:8][C:7]=1[NH:12][C:13]1[O:17][C:16]([C:18]([NH:20][C:21]2[CH:22]=[N:23][C:24]([N:27]3[CH2:32][CH2:31][NH:30][CH2:29][CH2:28]3)=[CH:25][CH:26]=2)=[O:19])=[N:15][N:14]=1.C(O)(=O)C.O1CCOCC1. Product: [F:5][C:6]1[CH:11]=[CH:10][CH:9]=[CH:8][C:7]=1[NH:12][C:13]1[O:17][C:16]([C:18]([NH:20][C:21]2[CH:26]=[CH:25][C:24]([N:27]3[CH2:32][CH2:31][N:30]([C:2]([NH2:3])=[O:1])[CH2:29][CH2:28]3)=[N:23][CH:22]=2)=[O:19])=[N:15][N:14]=1. The catalyst class is: 90. (2) Reactant: C(N(CC)CC)C.[NH:8]1[C:16]2[C:11](=[CH:12][CH:13]=[CH:14][C:15]=2[CH:17]=[CH:18][C:19]([OH:21])=O)[CH:10]=[CH:9]1.ClC(OCC)=O.[N-:28]=[N+:29]=[N-:30].[Na+]. Product: [NH:8]1[C:16]2[C:11](=[CH:12][CH:13]=[CH:14][C:15]=2[CH:17]=[CH:18][C:19]([N:28]=[N+:29]=[N-:30])=[O:21])[CH:10]=[CH:9]1. The catalyst class is: 95. (3) Reactant: Br[CH2:2][CH2:3][CH2:4][N:5]1[C:13]2[CH:12]=[CH:11][N:10]=[C:9]([NH2:14])[C:8]=2[N:7]=[C:6]1[S:15][C:16]1[C:25]2[C:20](=[CH:21][CH:22]=[CH:23][CH:24]=2)[CH:19]=[CH:18][CH:17]=1.[CH:26]([NH2:29])([CH3:28])[CH3:27]. Product: [CH:26]([NH:29][CH2:2][CH2:3][CH2:4][N:5]1[C:13]2[CH:12]=[CH:11][N:10]=[C:9]([NH2:14])[C:8]=2[N:7]=[C:6]1[S:15][C:16]1[C:25]2[C:20](=[CH:21][CH:22]=[CH:23][CH:24]=2)[CH:19]=[CH:18][CH:17]=1)([CH3:28])[CH3:27]. The catalyst class is: 3. (4) Reactant: [Br:1][C:2]1[CH:7]=[CH:6][C:5]([CH2:8][CH2:9][O:10][CH:11]([CH3:26])[C:12]([N:14]([CH2:23][CH:24]=O)[CH2:15][CH2:16][C:17]2[CH:22]=[CH:21][CH:20]=[CH:19][CH:18]=2)=[O:13])=[CH:4][CH:3]=1.Cl.[NH2:28][CH2:29][CH2:30][C:31]1[C:39]2[S:38][C:37](=[O:40])[NH:36][C:35]=2[C:34]([OH:41])=[CH:33][CH:32]=1.C(O)(=O)C.C([BH3-])#N.[Na+]. Product: [Br:1][C:2]1[CH:7]=[CH:6][C:5]([CH2:8][CH2:9][O:10][CH:11]([CH3:26])[C:12]([N:14]([CH2:23][CH2:24][NH:28][CH2:29][CH2:30][C:31]2[C:39]3[S:38][C:37](=[O:40])[NH:36][C:35]=3[C:34]([OH:41])=[CH:33][CH:32]=2)[CH2:15][CH2:16][C:17]2[CH:22]=[CH:21][CH:20]=[CH:19][CH:18]=2)=[O:13])=[CH:4][CH:3]=1. The catalyst class is: 24. (5) Reactant: Cl[C:2](=[N:8][OH:9])[C:3]([O:5][CH2:6][CH3:7])=[O:4].[CH2:10]([C:13]1[CH:18]=[CH:17][CH:16]=[CH:15][CH:14]=1)[C:11]#[CH:12].C(N(CC)CC)C. Product: [CH2:10]([C:11]1[O:9][N:8]=[C:2]([C:3]([O:5][CH2:6][CH3:7])=[O:4])[CH:12]=1)[C:13]1[CH:18]=[CH:17][CH:16]=[CH:15][CH:14]=1. The catalyst class is: 23. (6) Reactant: [Br:1][C:2]1[C:7]([NH2:8])=[CH:6][C:5]([CH3:9])=[CH:4][N:3]=1.[Cl:10][C:11]1[CH:16]=[CH:15][C:14]([S:17](Cl)(=[O:19])=[O:18])=[CH:13][C:12]=1[C:21]([F:24])([F:23])[F:22]. Product: [Br:1][C:2]1[C:7]([NH:8][S:17]([C:14]2[CH:15]=[CH:16][C:11]([Cl:10])=[C:12]([C:21]([F:24])([F:22])[F:23])[CH:13]=2)(=[O:19])=[O:18])=[CH:6][C:5]([CH3:9])=[CH:4][N:3]=1. The catalyst class is: 17.